This data is from Reaction yield outcomes from USPTO patents with 853,638 reactions. The task is: Predict the reaction yield, written as a fraction of the theoretical maximum amount of product (1.0 means a 100% yield; for example, 0.34 means a 34% yield). (1) The reactants are C(OC(=O)[CH:5]=[C:6]1[C:12]2[CH:13]=[CH:14][CH:15]=[CH:16][C:11]=2[CH2:10][O:9][C:8]2[CH:17]=[C:18]([F:21])[CH:19]=[CH:20][C:7]1=2)C.[OH-].[Li+].C(O)(=O)C.[Br:29]N1C(=O)CCC1=O. The catalyst is C(O)(C)C.O. The product is [Br:29]/[CH:5]=[C:6]1/[C:7]2[CH:20]=[CH:19][C:18]([F:21])=[CH:17][C:8]=2[O:9][CH2:10][C:11]2[CH:16]=[CH:15][CH:14]=[CH:13][C:12]/1=2. The yield is 0.930. (2) The reactants are [Cl:1][C:2]1[C:7]([O:8][CH3:9])=[CH:6][C:5]([O:10][CH3:11])=[C:4]([Cl:12])[C:3]=1[C:13]1[C:26](=[O:27])[N:25]([CH3:28])[C:16]2[N:17]=[C:18](S(C)(=O)=O)[N:19]=[CH:20][C:15]=2[CH:14]=1.[CH3:29][C:30]1[CH:35]=[CH:34][CH:33]=[C:32]([N+:36]([O-])=O)[C:31]=1[NH2:39].CC(C)([O-])C.[K+]. The catalyst is CN(C=O)C.CCOC(C)=O. The product is [NH2:36][C:32]1[CH:33]=[CH:34][CH:35]=[C:30]([CH3:29])[C:31]=1[NH:39][C:18]1[N:19]=[CH:20][C:15]2[CH:14]=[C:13]([C:3]3[C:2]([Cl:1])=[C:7]([O:8][CH3:9])[CH:6]=[C:5]([O:10][CH3:11])[C:4]=3[Cl:12])[C:26](=[O:27])[N:25]([CH3:28])[C:16]=2[N:17]=1. The yield is 0.700. (3) The reactants are Cl[CH2:2][CH:3]=[C:4]([CH3:21])[CH2:5][CH2:6][CH:7]=[C:8]([CH3:20])[CH2:9][CH2:10][CH:11]=[C:12]([CH3:19])[CH2:13][CH2:14][CH:15]=[C:16]([CH3:18])[CH3:17].[OH:22][CH2:23][C:24]([CH2:29][OH:30])([CH2:27][OH:28])[CH2:25][OH:26].OCC(CO)O. No catalyst specified. The product is [CH3:21][C:4]([CH2:5][CH2:6][CH:7]=[C:8]([CH3:20])[CH2:9][CH2:10][CH:11]=[C:12]([CH3:19])[CH2:13][CH2:14][CH:15]=[C:16]([CH3:18])[CH3:17])=[CH:3][CH2:2][O:22][CH2:23][C:24]([CH2:29][OH:30])([CH2:27][OH:28])[CH2:25][OH:26]. The yield is 0.200. (4) The reactants are [NH2:1][C:2]1[CH:7]=[CH:6][C:5]([N:8]2[CH:12]=[C:11]([CH2:13][OH:14])[N:10]=[CH:9]2)=[C:4]([O:15][CH3:16])[CH:3]=1.[Cl:17][C:18]1[N:23]=[C:22](Cl)[N:21]=[C:20]([O:25][CH3:26])[N:19]=1. The catalyst is C(N(CC)CC)C. The product is [Cl:17][C:18]1[N:19]=[C:20]([O:25][CH3:26])[N:21]=[C:22]([NH:1][C:2]2[CH:7]=[CH:6][C:5]([N:8]3[CH:12]=[C:11]([CH2:13][OH:14])[N:10]=[CH:9]3)=[C:4]([O:15][CH3:16])[CH:3]=2)[N:23]=1. The yield is 0.610.